Dataset: Catalyst prediction with 721,799 reactions and 888 catalyst types from USPTO. Task: Predict which catalyst facilitates the given reaction. Reactant: [H-].[Al+3].[Li+].[H-].[H-].[H-].[NH2:7][C:8]1[N:12]([CH2:13][CH2:14][O:15][C:16]([C:29]2[CH:34]=[CH:33][CH:32]=[CH:31][CH:30]=2)([C:23]2[CH:28]=[CH:27][CH:26]=[CH:25][CH:24]=2)[C:17]2[CH:22]=[CH:21][CH:20]=[CH:19][CH:18]=2)[N:11]=[CH:10][C:9]=1[C:35]#[N:36].[F-].[Na+].ClCCl. Product: [NH2:7][C:8]1[N:12]([CH2:13][CH2:14][O:15][C:16]([C:23]2[CH:28]=[CH:27][CH:26]=[CH:25][CH:24]=2)([C:17]2[CH:18]=[CH:19][CH:20]=[CH:21][CH:22]=2)[C:29]2[CH:34]=[CH:33][CH:32]=[CH:31][CH:30]=2)[N:11]=[CH:10][C:9]=1[CH2:35][NH2:36]. The catalyst class is: 30.